Dataset: Forward reaction prediction with 1.9M reactions from USPTO patents (1976-2016). Task: Predict the product of the given reaction. (1) Given the reactants [NH2:1][C@@H:2]1[CH2:7][C@H:6]([N:8]([C:13]([C:15]2[C:16]([NH:25][CH2:26][CH2:27][CH2:28][O:29][CH3:30])=[N:17][C:18]([C:21]([CH3:24])([CH3:23])[CH3:22])=[N:19][CH:20]=2)=[O:14])[CH2:9][CH:10]([CH3:12])[CH3:11])[CH2:5][N:4]([C:31]([O:33][CH2:34][C:35]2[CH:40]=[CH:39][CH:38]=[CH:37][CH:36]=2)=[O:32])[CH2:3]1.[C:41]1([CH:47]2[CH2:49][O:48]2)[CH:46]=[CH:45][CH:44]=[CH:43][CH:42]=1.Cl([O-])(=O)(=O)=O.[Li+], predict the reaction product. The product is: [C:21]([C:18]1[N:17]=[C:16]([NH:25][CH2:26][CH2:27][CH2:28][O:29][CH3:30])[C:15]([C:13]([N:8]([CH2:9][CH:10]([CH3:12])[CH3:11])[C@H:6]2[CH2:7][C@@H:2]([NH:1][CH2:49][CH:47]([OH:48])[C:41]3[CH:46]=[CH:45][CH:44]=[CH:43][CH:42]=3)[CH2:3][N:4]([C:31]([O:33][CH2:34][C:35]3[CH:36]=[CH:37][CH:38]=[CH:39][CH:40]=3)=[O:32])[CH2:5]2)=[O:14])=[CH:20][N:19]=1)([CH3:24])([CH3:22])[CH3:23]. (2) Given the reactants [CH3:1][C:2]1([CH3:14])[O:6][C@H:5]2[O:7][C@H:8]([C@@H:10]([OH:13])CO)[CH2:9][C@H:4]2[O:3]1.I([O-])(=O)(=O)=O.[Na+], predict the reaction product. The product is: [CH3:1][C:2]1([CH3:14])[O:6][C@H:5]2[O:7][C@H:8]([CH:10]=[O:13])[CH2:9][C@H:4]2[O:3]1. (3) Given the reactants I[C:2]1[N:7]=[N:6][C:5]2[NH:8][CH:9]=[CH:10][C:4]=2[CH:3]=1.[CH2:11]([C:15]1[S:19][C:18]([NH2:20])=[N:17][N:16]=1)[CH2:12][C:13]#[CH:14].CCN(CC)CC, predict the reaction product. The product is: [N:6]1[C:5]2[NH:8][CH:9]=[CH:10][C:4]=2[CH:3]=[C:2]([C:14]#[C:13][CH2:12][CH2:11][C:15]2[S:19][C:18]([NH2:20])=[N:17][N:16]=2)[N:7]=1. (4) Given the reactants [OH-].[Na+:2].C([O:6][C:7]1[CH:30]=[CH:29][C:28]([C:31]2[CH:32]=[N:33][CH:34]=[CH:35][CH:36]=2)=[CH:27][C:8]=1[C:9]([NH:11][C:12]1[CH:21]=[C:20]([C:22]2[O:23][CH:24]=[CH:25][CH:26]=2)[CH:19]=[CH:18][C:13]=1[C:14]([O:16]C)=[O:15])=[O:10])(=O)C.C(O)(=O)CC(CC(O)=O)(C(O)=O)O, predict the reaction product. The product is: [O:23]1[CH:24]=[CH:25][CH:26]=[C:22]1[C:20]1[CH:19]=[CH:18][C:13]([C:14]([O-:16])=[O:15])=[C:12]([NH:11][C:9](=[O:10])[C:8]2[CH:27]=[C:28]([C:31]3[CH:32]=[N:33][CH:34]=[CH:35][CH:36]=3)[CH:29]=[CH:30][C:7]=2[OH:6])[CH:21]=1.[Na+:2]. (5) Given the reactants [CH3:1][O:2][C:3]1[CH:17]=[CH:16][C:6]([CH2:7][N:8]2[CH:12]=[C:11]([N+:13]([O-])=O)[CH:10]=[N:9]2)=[CH:5][CH:4]=1.[Cl-].[NH4+].O.C(OCC)(=O)C, predict the reaction product. The product is: [CH3:1][O:2][C:3]1[CH:4]=[CH:5][C:6]([CH2:7][N:8]2[CH:12]=[C:11]([NH2:13])[CH:10]=[N:9]2)=[CH:16][CH:17]=1.